From a dataset of Reaction yield outcomes from USPTO patents with 853,638 reactions. Predict the reaction yield, written as a fraction of the theoretical maximum amount of product (1.0 means a 100% yield; for example, 0.34 means a 34% yield). (1) The reactants are [Cl:1][C:2]1[C:9]([CH3:10])=[C:8]([NH:11][C@@H:12]([C:16]2[O:17][C:18]([C:21]3[CH:26]=[CH:25][C:24]([C:27]#[N:28])=[CH:23][CH:22]=3)=[N:19][N:20]=2)[C@@H:13]([OH:15])[CH3:14])[CH:7]=[CH:6][C:3]=1[C:4]#[N:5].N1C=CC=CC=1.[C:35](Cl)(=[O:38])[CH2:36][CH3:37]. The catalyst is C(Cl)Cl. The product is [C:35]([O:15][C@@H:13]([CH3:14])[C@@H:12]([NH:11][C:8]1[CH:7]=[CH:6][C:3]([C:4]#[N:5])=[C:2]([Cl:1])[C:9]=1[CH3:10])[C:16]1[O:17][C:18]([C:21]2[CH:22]=[CH:23][C:24]([C:27]#[N:28])=[CH:25][CH:26]=2)=[N:19][N:20]=1)(=[O:38])[CH2:36][CH3:37]. The yield is 0.520. (2) The product is [NH2:14][C:13]1[N:12]=[N+:9]([O-:11])[C:3]2[CH:4]=[C:5]([OH:8])[CH:6]=[CH:7][C:2]=2[N:1]=1. The yield is 0.517. The catalyst is C(O)(=O)C.Cl. The reactants are [NH2:1][C:2]1[CH:7]=[CH:6][C:5]([OH:8])=[CH:4][C:3]=1[N+:9]([O-:11])=O.[N:12]#[C:13][NH2:14].